This data is from Reaction yield outcomes from USPTO patents with 853,638 reactions. The task is: Predict the reaction yield, written as a fraction of the theoretical maximum amount of product (1.0 means a 100% yield; for example, 0.34 means a 34% yield). (1) The reactants are [N:1]12[CH2:8][CH2:7][CH:4]([CH2:5][CH2:6]1)[C@@H:3]([NH:9][C:10]([C:12]1[N:13]=[CH:14][C:15]3[N:16]([C:18](Br)=[CH:19][CH:20]=3)[CH:17]=1)=[O:11])[CH2:2]2.[C:22]([OH:31])(=[O:30])[C@H:23]([C@@H:25]([C:27]([OH:29])=[O:28])[OH:26])[OH:24].[CH3:32][N:33](C=O)C. The catalyst is [C-]#N.[Zn+2].[C-]#N.C1C=CC([P]([Pd]([P](C2C=CC=CC=2)(C2C=CC=CC=2)C2C=CC=CC=2)([P](C2C=CC=CC=2)(C2C=CC=CC=2)C2C=CC=CC=2)[P](C2C=CC=CC=2)(C2C=CC=CC=2)C2C=CC=CC=2)(C2C=CC=CC=2)C2C=CC=CC=2)=CC=1. The product is [C:27]([CH:25]([CH:23]([C:22]([OH:31])=[O:30])[OH:24])[OH:26])([OH:29])=[O:28].[N:1]12[CH2:8][CH2:7][CH:4]([CH2:5][CH2:6]1)[C@@H:3]([NH:9][C:10]([C:12]1[N:13]=[CH:14][C:15]3[N:16]([C:18]([C:32]#[N:33])=[CH:19][CH:20]=3)[CH:17]=1)=[O:11])[CH2:2]2. The yield is 0.470. (2) The reactants are [C:1]([NH:11][C@H:12]([C:20]([OH:22])=[O:21])[CH2:13][C:14]1[CH:19]=[CH:18][CH:17]=[CH:16][CH:15]=1)([O:3][CH2:4][C:5]1[CH:10]=[CH:9][CH:8]=[CH:7][CH:6]=1)=[O:2].B(F)(F)F.[CH3:27]COCC. The catalyst is CO. The product is [CH2:4]([O:3][C:1]([NH:11][C@H:12]([C:20]([O:22][CH3:27])=[O:21])[CH2:13][C:14]1[CH:19]=[CH:18][CH:17]=[CH:16][CH:15]=1)=[O:2])[C:5]1[CH:10]=[CH:9][CH:8]=[CH:7][CH:6]=1. The yield is 0.860. (3) The yield is 1.03. The product is [Br:1][CH:2]([CH2:6][CH2:7][Br:8])[C:3]([NH:23][CH2:22][C:21]1[CH:24]=[CH:25][C:18]([O:17][CH3:16])=[CH:19][CH:20]=1)=[O:4]. The catalyst is ClCCl.O. The reactants are [Br:1][CH:2]([CH2:6][CH2:7][Br:8])[C:3](Cl)=[O:4].C(N(CC)CC)C.[CH3:16][O:17][C:18]1[CH:25]=[CH:24][C:21]([CH2:22][NH2:23])=[CH:20][CH:19]=1.C(O)(=O)CC(CC(O)=O)(C(O)=O)O. (4) The reactants are C[C:2]([O:5]C(OC(OC(C)(C)C)=O)=O)(C)C.[CH3:16][C:17]1([CH3:71])[CH2:22][C:21](=[O:23])[C:20](=[C:24]([NH:26][CH2:27][CH2:28][CH2:29][O:30][CH2:31][C:32]([NH2:69])([CH2:51][O:52][CH2:53][CH2:54][CH2:55][NH:56][C:57](=[C:59]2[C:64](=[O:65])[CH2:63][C:62]([CH3:67])([CH3:66])[CH2:61][C:60]2=[O:68])[CH3:58])[CH2:33][O:34][CH2:35][CH2:36][CH2:37][NH:38][C:39](=[C:41]2[C:46](=[O:47])[CH2:45][C:44]([CH3:49])([CH3:48])[CH2:43][C:42]2=[O:50])[CH3:40])[CH3:25])[C:19](=[O:70])[CH2:18]1. The catalyst is C(Cl)Cl.CN(C1C=CN=CC=1)C. The product is [CH3:66][C:62]1([CH3:67])[CH2:61][C:60](=[O:68])[C:59](=[C:57]([NH:56][CH2:55][CH2:54][CH2:53][O:52][CH2:51][C:32]([N:69]=[C:2]=[O:5])([CH2:33][O:34][CH2:35][CH2:36][CH2:37][NH:38][C:39](=[C:41]2[C:46](=[O:47])[CH2:45][C:44]([CH3:48])([CH3:49])[CH2:43][C:42]2=[O:50])[CH3:40])[CH2:31][O:30][CH2:29][CH2:28][CH2:27][NH:26][C:24](=[C:20]2[C:21](=[O:23])[CH2:22][C:17]([CH3:71])([CH3:16])[CH2:18][C:19]2=[O:70])[CH3:25])[CH3:58])[C:64](=[O:65])[CH2:63]1. The yield is 0.910. (5) The product is [Br:13][C:8]1[NH:7][CH:6]=[C:5]([C:9]([O:11][CH3:12])=[O:10])[C:4]=1[CH:1]([CH3:3])[CH3:2]. The yield is 0.640. The reactants are [CH:1]([C:4]1[C:5]([C:9]([O:11][CH3:12])=[O:10])=[CH:6][NH:7][CH:8]=1)([CH3:3])[CH3:2].[Br:13]N1C(=O)CCC1=O. The catalyst is N1C=CC=CC=1. (6) The reactants are [CH3:1][O:2][C:3]1[N:8]=[CH:7][C:6]([N:9]2[C:18]3[C:13](=[CH:14][CH:15]=[CH:16][N:17]=3)[CH:12]=[C:11]([C:19](OC3CCCC(=O)C=3)=[O:20])[C:10]2=[O:29])=[CH:5][CH:4]=1.C(N(CC)CC)C.C[C:38]([CH3:42])([OH:41])[C:39]#N.[C:43](O)(=O)[CH2:44][C:45](CC(O)=O)(C(O)=O)[OH:46]. The catalyst is ClCCl. The product is [OH:46][C:45]1[CH2:44][CH2:43][CH2:42][C:38](=[O:41])[C:39]=1[C:19]([C:11]1[C:10](=[O:29])[N:9]([C:6]2[CH:7]=[N:8][C:3]([O:2][CH3:1])=[CH:4][CH:5]=2)[C:18]2[C:13]([CH:12]=1)=[CH:14][CH:15]=[CH:16][N:17]=2)=[O:20]. The yield is 0.210. (7) The reactants are [OH:1][CH2:2][C@H:3]([N:5]1[C:13]2[C:8](=[C:9]([C:16]([F:19])([F:18])[F:17])[C:10]([C:14]#[N:15])=[CH:11][CH:12]=2)[CH:7]=[C:6]1[CH3:20])[CH3:4].[H-].[Na+].I[CH3:24]. The catalyst is C1COCC1. The product is [CH3:20][C:6]1[N:5]([C@H:3]([CH3:4])[CH2:2][O:1][CH3:24])[C:13]2[C:8]([CH:7]=1)=[C:9]([C:16]([F:19])([F:17])[F:18])[C:10]([C:14]#[N:15])=[CH:11][CH:12]=2. The yield is 0.410. (8) The reactants are [I:1][C:2]1[CH:3]=[CH:4][C:5]([NH:9][CH:10]=[C:11]([C:17]([O:19]CC)=O)[C:12]([O:14][CH2:15][CH3:16])=[O:13])=[N:6][C:7]=1[CH3:8].C(O)C. The catalyst is C1(OC2C=CC=CC=2)C=CC=CC=1. The product is [OH:19][C:17]1[C:4]2[C:5](=[N:6][C:7]([CH3:8])=[C:2]([I:1])[CH:3]=2)[N:9]=[CH:10][C:11]=1[C:12]([O:14][CH2:15][CH3:16])=[O:13]. The yield is 0.520. (9) The reactants are Br[C:2]1[CH:10]=[C:9]2[C:5]([CH:6]=[N:7][N:8]2[CH2:11][CH:12]([CH3:14])[CH3:13])=[CH:4][C:3]=1[O:15][C:16]1[CH:21]=[CH:20][C:19]([F:22])=[CH:18][C:17]=1[F:23].C[C:25]([N:27](C)C)=O. No catalyst specified. The product is [F:23][C:17]1[CH:18]=[C:19]([F:22])[CH:20]=[CH:21][C:16]=1[O:15][C:3]1[CH:4]=[C:5]2[C:9](=[CH:10][C:2]=1[C:25]#[N:27])[N:8]([CH2:11][CH:12]([CH3:14])[CH3:13])[N:7]=[CH:6]2. The yield is 0.950.